This data is from Catalyst prediction with 721,799 reactions and 888 catalyst types from USPTO. The task is: Predict which catalyst facilitates the given reaction. Reactant: C1(S[C:7]2[CH:12]=[C:11]([CH3:13])[CH:10]=[C:9]([I:14])[CH:8]=2)CCCC1.ClC1C=[C:18]([CH:23]=[CH:24][CH:25]=1)[C:19](OO)=O.[S:26](S([O-])=O)([O-:29])(=O)=[O:27].[Na+].[Na+]. Product: [CH:19]1([S:26]([C:7]2[CH:12]=[C:11]([CH3:13])[CH:10]=[C:9]([I:14])[CH:8]=2)(=[O:29])=[O:27])[CH2:18][CH2:23][CH2:24][CH2:25]1. The catalyst class is: 2.